This data is from Forward reaction prediction with 1.9M reactions from USPTO patents (1976-2016). The task is: Predict the product of the given reaction. (1) Given the reactants [C:1](=O)([O-])[O-].[K+].[K+].CI.CN(C)C=O.[F:14][C:15]1[CH:38]=[CH:37][C:18]([O:19][C:20]2[C:28]3[N:27]=[C:26]([SH:29])[NH:25][C:24]=3[CH:23]=[C:22]([O:30][C:31]3[CH:32]=[N:33][CH:34]=[CH:35][CH:36]=3)[CH:21]=2)=[CH:17][CH:16]=1, predict the reaction product. The product is: [F:14][C:15]1[CH:38]=[CH:37][C:18]([O:19][C:20]2[C:28]3[N:27]=[C:26]([S:29][CH3:1])[NH:25][C:24]=3[CH:23]=[C:22]([O:30][C:31]3[CH:32]=[N:33][CH:34]=[CH:35][CH:36]=3)[CH:21]=2)=[CH:17][CH:16]=1. (2) The product is: [O:3]1[CH2:8][CH2:7][CH:6]([C:9]([OH:11])=[O:10])[CH2:5][CH2:4]1. Given the reactants [OH-].[Na+].[O:3]1[CH2:8][CH2:7][CH:6]([C:9]([O:11]C)=[O:10])[CH2:5][CH2:4]1, predict the reaction product.